Dataset: Catalyst prediction with 721,799 reactions and 888 catalyst types from USPTO. Task: Predict which catalyst facilitates the given reaction. (1) Reactant: Cl[C:2]([O:4][C:5]1[CH:10]=[CH:9][C:8]([N+:11]([O-:13])=[O:12])=[CH:7][CH:6]=1)=[O:3].[NH2:14][CH2:15][CH:16]1[C:18]2([CH2:23][CH2:22][N:21]([C:24]([O:26][C:27]([CH3:30])([CH3:29])[CH3:28])=[O:25])[CH2:20][CH2:19]2)[CH2:17]1. Product: [N+:11]([C:8]1[CH:9]=[CH:10][C:5]([O:4][C:2]([NH:14][CH2:15][CH:16]2[C:18]3([CH2:19][CH2:20][N:21]([C:24]([O:26][C:27]([CH3:30])([CH3:29])[CH3:28])=[O:25])[CH2:22][CH2:23]3)[CH2:17]2)=[O:3])=[CH:6][CH:7]=1)([O-:13])=[O:12]. The catalyst class is: 11. (2) Reactant: [N:1]1([C:6]2[CH:40]=[CH:39][C:9]([CH2:10][C:11]3[C:12](Cl)=[N:13][C:14]4[C:19]([C:20]=3[Cl:21])=[CH:18][C:17]([C:22]([C:30]3[CH:35]=[CH:34][C:33]([Cl:36])=[CH:32][CH:31]=3)([C:24]3[N:28]([CH3:29])[CH:27]=[N:26][CH:25]=3)[OH:23])=[CH:16][C:15]=4[CH3:37])=[CH:8][CH:7]=2)[CH:5]=[CH:4][CH:3]=[N:2]1.[CH3:41][S:42]([OH:44])=[O:43]. Product: [Cl:21][C:20]1[C:19]2[C:14](=[C:15]([CH3:37])[CH:16]=[C:17]([C:22]([C:30]3[CH:35]=[CH:34][C:33]([Cl:36])=[CH:32][CH:31]=3)([C:24]3[N:28]([CH3:29])[CH:27]=[N:26][CH:25]=3)[OH:23])[CH:18]=2)[N:13]=[C:12]([S:42]([CH3:41])(=[O:44])=[O:43])[C:11]=1[CH2:10][C:9]1[CH:39]=[CH:40][C:6]([N:1]2[CH:5]=[CH:4][CH:3]=[N:2]2)=[CH:7][CH:8]=1. The catalyst class is: 3. (3) Reactant: [Br:1][C:2]1[CH:7]=[CH:6][C:5]([NH:8][C:9]2[N:10]([CH3:24])[C:11]3[C:12](=[O:23])[CH2:13][CH2:14][CH2:15][C:16]=3[C:17]=2[C:18]([O:20]CC)=[O:19])=[C:4]([F:25])[CH:3]=1.[OH-].[Na+].Cl. Product: [Br:1][C:2]1[CH:7]=[CH:6][C:5]([NH:8][C:9]2[N:10]([CH3:24])[C:11]3[C:12](=[O:23])[CH2:13][CH2:14][CH2:15][C:16]=3[C:17]=2[C:18]([OH:20])=[O:19])=[C:4]([F:25])[CH:3]=1. The catalyst class is: 5. (4) Reactant: [Br:1][C:2]1[CH:3]=[CH:4][C:5]([CH:8]=[O:9])=[N:6][CH:7]=1.[BH4-].[Na+]. Product: [Br:1][C:2]1[CH:3]=[CH:4][C:5]([CH2:8][OH:9])=[N:6][CH:7]=1. The catalyst class is: 242.